From a dataset of Reaction yield outcomes from USPTO patents with 853,638 reactions. Predict the reaction yield, written as a fraction of the theoretical maximum amount of product (1.0 means a 100% yield; for example, 0.34 means a 34% yield). (1) The reactants are [F:1][C:2]([F:22])([F:21])[C:3]([C:9]([C:11]([F:20])([C:16]([F:19])([F:18])[F:17])[C:12]([F:15])([F:14])[F:13])=[O:10])([F:8])[C:4]([F:7])([F:6])[F:5].[CH3:23][Li].[C:25](Cl)(=[O:29])[C:26]([CH3:28])=[CH2:27]. The catalyst is C1COCC1. The product is [C:25]([O:10][C:9]([C:11]([F:20])([C:12]([F:14])([F:13])[F:15])[C:16]([F:17])([F:18])[F:19])([C:3]([F:8])([C:4]([F:7])([F:6])[F:5])[C:2]([F:21])([F:22])[F:1])[CH3:23])(=[O:29])[C:26]([CH3:28])=[CH2:27]. The yield is 0.700. (2) The reactants are [CH3:1][C:2]1([CH3:12])[O:10][CH:9]2[CH:4]([CH:5]3[CH2:11][CH:8]2[O:7][NH:6]3)[O:3]1. The catalyst is [Pd].CO. The product is [NH2:6][C@H:5]1[C@@H:4]2[O:3][C:2]([CH3:1])([CH3:12])[O:10][C@@H:9]2[C@@H:8]([OH:7])[CH2:11]1. The yield is 0.990. (3) The reactants are [OH-].[Na+].[N:3]([CH2:6][CH2:7][O:8][CH2:9][CH2:10]OS(C1C=CC(C)=CC=1)(=O)=O)=[N+:4]=[N-:5].[SH:22][CH2:23][CH2:24][OH:25]. The catalyst is CO. The product is [N:3]([CH2:6][CH2:7][O:8][CH2:9][CH2:10][S:22][CH2:23][CH2:24][OH:25])=[N+:4]=[N-:5]. The yield is 0.790.